Dataset: Forward reaction prediction with 1.9M reactions from USPTO patents (1976-2016). Task: Predict the product of the given reaction. Given the reactants B(Br)(Br)Br.[NH2:5][C:6]1[C:14]([S:15]([CH2:18][CH3:19])(=[O:17])=[O:16])=[CH:13][C:9]([C:10]([OH:12])=[O:11])=[C:8]([O:20]C)[CH:7]=1, predict the reaction product. The product is: [NH2:5][C:6]1[C:14]([S:15]([CH2:18][CH3:19])(=[O:17])=[O:16])=[CH:13][C:9]([C:10]([OH:12])=[O:11])=[C:8]([OH:20])[CH:7]=1.